This data is from Catalyst prediction with 721,799 reactions and 888 catalyst types from USPTO. The task is: Predict which catalyst facilitates the given reaction. (1) Reactant: [Cl:1][C:2]1[CH:7]=[C:6]([Cl:8])[CH:5]=[CH:4][C:3]=1[NH:9][C:10]1[N:14]([CH2:15][CH2:16][C:17](O)=[O:18])[C:13]2[C:20]([N:24]([CH2:27][CH3:28])[CH2:25][CH3:26])=[CH:21][CH:22]=[CH:23][C:12]=2[N:11]=1.Cl.C(N=C=NCCCN(C)C)C.C(N(CC)CC)C.CN(C)C=O. Product: [Cl:1][C:2]1[CH:7]=[C:6]([Cl:8])[CH:5]=[CH:4][C:3]=1[N:9]1[C:10]2=[N:11][C:12]3[CH:23]=[CH:22][CH:21]=[C:20]([N:24]([CH2:27][CH3:28])[CH2:25][CH3:26])[C:13]=3[N:14]2[CH2:15][CH2:16][C:17]1=[O:18]. The catalyst class is: 13. (2) Reactant: C([N-]C(C)C)(C)C.[Li+].[CH3:9][O:10][N:11]([CH3:28])[C:12](=[O:27])[CH2:13][C:14]1[CH:26]=[CH:25][C:17]([C:18]([O:20][C:21]([CH3:24])([CH3:23])[CH3:22])=[O:19])=[CH:16][CH:15]=1.I[CH2:30][CH:31]1[CH2:36][CH2:35][O:34][CH2:33][CH2:32]1.[Cl-].[NH4+]. Product: [CH3:9][O:10][N:11]([CH3:28])[C:12](=[O:27])[CH:13]([C:14]1[CH:26]=[CH:25][C:17]([C:18]([O:20][C:21]([CH3:24])([CH3:23])[CH3:22])=[O:19])=[CH:16][CH:15]=1)[CH2:30][CH:31]1[CH2:36][CH2:35][O:34][CH2:33][CH2:32]1. The catalyst class is: 544. (3) Reactant: [OH:1][C@H:2]1[CH2:6][N:5]([C:7]([O:9][C:10]([CH3:13])([CH3:12])[CH3:11])=[O:8])[C@@H:4]([C:14]([O:16][CH2:17][CH3:18])=[O:15])[CH2:3]1.C1C=CC(P(C2C=CC=CC=2)C2C=CC=CC=2)=CC=1.CCOC(/N=N/C(OCC)=O)=O.[C:50]1([CH3:61])[CH:55]=[CH:54][C:53]([S:56](OC)(=[O:58])=[O:57])=[CH:52][CH:51]=1. Product: [CH3:61][C:50]1[CH:55]=[CH:54][C:53]([S:56]([O:1][C@@H:2]2[CH2:6][N:5]([C:7]([O:9][C:10]([CH3:11])([CH3:12])[CH3:13])=[O:8])[C@@H:4]([C:14]([O:16][CH2:17][CH3:18])=[O:15])[CH2:3]2)(=[O:58])=[O:57])=[CH:52][CH:51]=1. The catalyst class is: 1. (4) Reactant: [NH2:1][C:2]1[C:3]([C:8]([OH:10])=[O:9])=[N:4][CH:5]=[CH:6][CH:7]=1.CCN(C(C)C)C(C)C.[Br:20][CH2:21][C:22]1[C:31]2[C:26](=[CH:27][CH:28]=[CH:29][CH:30]=2)[C:25]([C:32](Cl)=[O:33])=[CH:24][CH:23]=1. Product: [Br:20][CH2:21][C:22]1[C:31]2[C:26](=[CH:27][CH:28]=[CH:29][CH:30]=2)[C:25]([C:32]([NH:1][C:2]2[C:3]([C:8]([OH:10])=[O:9])=[N:4][CH:5]=[CH:6][CH:7]=2)=[O:33])=[CH:24][CH:23]=1. The catalyst class is: 3. (5) Reactant: [NH2:1][C:2]1[N:7]=[C:6]([N:8]2[CH:17]([CH3:18])[CH2:16][C:15]3[C:10](=[CH:11][C:12]([C:19]4[CH2:20][CH2:21][N:22](C(OC(C)(C)C)=O)[CH2:23][CH:24]=4)=[CH:13][CH:14]=3)[CH2:9]2)[CH:5]=[C:4]([N:32]2[CH2:37][CH2:36][N:35]([CH3:38])[CH2:34][CH2:33]2)[N:3]=1.[ClH:39].O1CCOCC1. Product: [CH3:38][N:35]1[CH2:36][CH2:37][N:32]([C:4]2[CH:5]=[C:6]([N:8]3[CH:17]([CH3:18])[CH2:16][C:15]4[C:10](=[CH:11][C:12]([C:19]5[CH2:20][CH2:21][NH:22][CH2:23][CH:24]=5)=[CH:13][CH:14]=4)[CH2:9]3)[N:7]=[C:2]([NH2:1])[N:3]=2)[CH2:33][CH2:34]1.[ClH:39]. The catalyst class is: 698.